This data is from Full USPTO retrosynthesis dataset with 1.9M reactions from patents (1976-2016). The task is: Predict the reactants needed to synthesize the given product. Given the product [OH:61][CH2:60][C:59]([NH:58][C:21]([C:20]1[C:15]2[CH:14]=[C:13]([C:6]3[C:5]4[C:9](=[CH:10][CH:11]=[C:3]([O:2][CH3:1])[CH:4]=4)[N:8]([CH3:12])[CH:7]=3)[NH:24][C:16]=2[N:17]=[CH:18][CH:19]=1)=[O:23])([CH3:63])[CH3:62], predict the reactants needed to synthesize it. The reactants are: [CH3:1][O:2][C:3]1[CH:4]=[C:5]2[C:9](=[CH:10][CH:11]=1)[N:8]([CH3:12])[CH:7]=[C:6]2[C:13]1[NH:24][C:16]2[N:17]=[CH:18][CH:19]=[C:20]([C:21]([OH:23])=O)[C:15]=2[CH:14]=1.C(N(C(C)C)CC)(C)C.F[P-](F)(F)(F)(F)F.N1(OC(N(C)C)=[N+](C)C)C2N=CC=CC=2N=N1.[NH2:58][C:59]([CH3:63])([CH3:62])[CH2:60][OH:61].